Dataset: Full USPTO retrosynthesis dataset with 1.9M reactions from patents (1976-2016). Task: Predict the reactants needed to synthesize the given product. Given the product [CH3:1][NH:2][CH2:4][CH2:5][C:6]1[CH:11]=[CH:10][C:9]([N+:12]([O-:14])=[O:13])=[CH:8][CH:7]=1, predict the reactants needed to synthesize it. The reactants are: [CH3:1][NH2:2].Br[CH2:4][CH2:5][C:6]1[CH:11]=[CH:10][C:9]([N+:12]([O-:14])=[O:13])=[CH:8][CH:7]=1.Cl.